Dataset: Forward reaction prediction with 1.9M reactions from USPTO patents (1976-2016). Task: Predict the product of the given reaction. (1) Given the reactants [Cl:1][C:2]1[CH:7]=[C:6]([F:8])[CH:5]=[CH:4][C:3]=1[CH:9]1[CH2:13][CH2:12][N:11]([CH2:14][C:15]([OH:17])=O)[C:10]1=[O:18].FC1C=CC(C2(C3C=CC(F)=CC=3)CCCN(CC(O)=O)C2=O)=CC=1.[F:44][C:45]([F:56])([F:55])[C:46]1[CH:47]=[C:48]2[C:52](=[CH:53][CH:54]=1)[CH2:51][NH:50][CH2:49]2.C1(C2(C3C=CC=CC=3)CCNC2)C=CC=CC=1, predict the reaction product. The product is: [Cl:1][C:2]1[CH:7]=[C:6]([F:8])[CH:5]=[CH:4][C:3]=1[CH:9]1[CH2:13][CH2:12][N:11]([CH2:14][C:15](=[O:17])[N:50]2[CH2:49][C:48]3[C:52](=[CH:53][CH:54]=[C:46]([C:45]([F:44])([F:56])[F:55])[CH:47]=3)[CH2:51]2)[C:10]1=[O:18]. (2) Given the reactants [CH2:1]([O:8][C:9]1[CH:19]=[CH:18][C:12]([O:13][CH2:14][CH:15]2[O:17][CH2:16]2)=[CH:11][CH:10]=1)[C:2]1[CH:7]=[CH:6][CH:5]=[CH:4][CH:3]=1.Cl.Cl.[CH3:22][O:23][C:24]1[CH:29]=[CH:28][C:27]([O:30][CH3:31])=[CH:26][C:25]=1[N:32]1[CH2:37][CH2:36][NH:35][CH2:34][CH2:33]1.C(N(CC)CC)C, predict the reaction product. The product is: [CH2:1]([O:8][C:9]1[CH:19]=[CH:18][C:12]([O:13][CH2:14][CH:15]([OH:17])[CH2:16][N:35]2[CH2:34][CH2:33][N:32]([C:25]3[CH:26]=[C:27]([O:30][CH3:31])[CH:28]=[CH:29][C:24]=3[O:23][CH3:22])[CH2:37][CH2:36]2)=[CH:11][CH:10]=1)[C:2]1[CH:7]=[CH:6][CH:5]=[CH:4][CH:3]=1. (3) Given the reactants C(O[C:4]([C:6]1[N:11]=[CH:10][C:9]2[N:12]=[C:13]([C:15]([CH3:18])([CH3:17])[CH3:16])[S:14][C:8]=2[C:7]=1[OH:19])=[O:5])C.[NH2:20][CH2:21][C:22]([OH:24])=[O:23], predict the reaction product. The product is: [C:15]([C:13]1[S:14][C:8]2[C:7]([OH:19])=[C:6]([C:4]([NH:20][CH2:21][C:22]([OH:24])=[O:23])=[O:5])[N:11]=[CH:10][C:9]=2[N:12]=1)([CH3:16])([CH3:17])[CH3:18]. (4) Given the reactants [CH3:1][C@H:2]1[CH2:7][NH:6][CH2:5][CH2:4][NH:3]1.Br[C:9]1[CH:14]=[CH:13][CH:12]=[CH:11][N:10]=1, predict the reaction product. The product is: [CH3:1][C@@H:2]1[NH:3][CH2:4][CH2:5][N:6]([C:9]2[CH:14]=[CH:13][CH:12]=[CH:11][N:10]=2)[CH2:7]1. (5) Given the reactants [CH3:1][C:2]1[NH:3][C:4]2[C:9]([CH:10]=1)=[C:8]([C:11]([F:14])([F:13])[F:12])[CH:7]=[CH:6][CH:5]=2.[BH3-]C#N.[Na+].[CH3:19][C:20](OC(C)=O)=[O:21], predict the reaction product. The product is: [C:20]([N:3]1[C:4]2[C:9](=[C:8]([C:11]([F:12])([F:14])[F:13])[CH:7]=[CH:6][CH:5]=2)[CH2:10][CH:2]1[CH3:1])(=[O:21])[CH3:19].